From a dataset of Full USPTO retrosynthesis dataset with 1.9M reactions from patents (1976-2016). Predict the reactants needed to synthesize the given product. (1) Given the product [CH3:1][C:2]1[C:6]([CH2:7][NH:47][C:48]2[CH:53]=[CH:52][CH:51]=[CH:50][CH:49]=2)=[CH:5][N:4]([C:9]2[CH:14]=[CH:13][N:12]=[C:11]3[N:15]([CH2:18][O:19][CH2:20][CH2:21][Si:22]([CH3:25])([CH3:24])[CH3:23])[CH:16]=[CH:17][C:10]=23)[N:3]=1, predict the reactants needed to synthesize it. The reactants are: [CH3:1][C:2]1[C:6]([CH:7]=O)=[CH:5][N:4]([C:9]2[CH:14]=[CH:13][N:12]=[C:11]3[N:15]([CH2:18][O:19][CH2:20][CH2:21][Si:22]([CH3:25])([CH3:24])[CH3:23])[CH:16]=[CH:17][C:10]=23)[N:3]=1.C(Cl)Cl.C(O)(=O)C.C(O[BH-](OC(=O)C)OC(=O)C)(=O)C.[Na+].[NH2:47][C:48]1[CH:53]=[CH:52][CH:51]=[CH:50][CH:49]=1. (2) Given the product [CH2:1]([O:8][C:9]1[CH:26]=[CH:25][C:24]2[C@@H:23]3[C@H:14]([C@H:15]4[C@@:19]([CH2:21][CH2:22]3)([CH3:20])[C@@H:18]([OH:27])[C@H:17]([C:31]([OH:33])=[O:32])[CH2:16]4)[CH2:13][CH2:12][C:11]=2[CH:10]=1)[C:2]1[CH:7]=[CH:6][CH:5]=[CH:4][CH:3]=1, predict the reactants needed to synthesize it. The reactants are: [CH2:1]([O:8][C:9]1[CH:26]=[CH:25][C:24]2[C@@H:23]3[C@H:14]([C@H:15]4[C@@:19]([CH2:21][CH2:22]3)([CH3:20])[C@@H:18]([O:27]C(=O)C)[C@H:17]([C:31]([OH:33])=[O:32])[CH2:16]4)[CH2:13][CH2:12][C:11]=2[CH:10]=1)[C:2]1[CH:7]=[CH:6][CH:5]=[CH:4][CH:3]=1.[OH-].[K+].O.Cl. (3) Given the product [S:1]1[C:5]2[CH:6]([C:13]#[N:14])[CH2:7][CH2:8][O:9][C:4]=2[N:3]=[CH:2]1, predict the reactants needed to synthesize it. The reactants are: [S:1]1[C:5]2[CH:6](O)[CH2:7][CH2:8][O:9][C:4]=2[N:3]=[CH:2]1.CC(C)(O)[C:13]#[N:14].P(CCCC)(CCCC)CCCC.N(C(N1CCCCC1)=O)=NC(N1CCCCC1)=O. (4) Given the product [Cl:7][C:8]1[N:9]=[C:10]([NH:4][CH2:3][C:2]([CH3:6])([CH3:5])[CH3:1])[CH:11]=[N:12][CH:13]=1, predict the reactants needed to synthesize it. The reactants are: [CH3:1][C:2]([CH3:6])([CH3:5])[CH2:3][NH2:4].[Cl:7][C:8]1[CH:13]=[N:12][CH:11]=[C:10](Cl)[N:9]=1.C(=O)([O-])[O-].[K+].[K+].CC(N(C)C)=O. (5) Given the product [NH2:2][C:1]1[C:3]2[C:8](=[N:7][C:6]([N:28]3[CH2:29][CH2:30][CH:25]([OH:24])[CH2:26][CH2:27]3)=[CH:5][C:4]=2[CH2:21][CH2:22][CH3:23])[S:9][C:10]=1[C:11]#[N:12], predict the reactants needed to synthesize it. The reactants are: [C:1]([C:3]1[C:4]([CH2:21][CH2:22][CH3:23])=[CH:5][C:6](OS(C(F)(F)F)(=O)=O)=[N:7][C:8]=1[S:9][CH2:10][C:11]#[N:12])#[N:2].[OH:24][CH:25]1[CH2:30][CH2:29][NH:28][CH2:27][CH2:26]1.C(N(CC)CC)C.O. (6) The reactants are: [CH2:1]([N:8]([CH2:17][C:18]1[CH:23]=[CH:22][CH:21]=[CH:20][CH:19]=1)[C@H:9]1[CH2:14][CH2:13][C:12](=[O:15])[C@@H:11]([CH3:16])[CH2:10]1)[C:2]1[CH:7]=[CH:6][CH:5]=[CH:4][CH:3]=1.[CH2:24]([N:31]([CH2:40][C:41]1[CH:46]=[CH:45][CH:44]=[CH:43][CH:42]=1)[C@@H:32]1[CH2:37][CH2:36][C:35](=[O:38])[C@H:34]([CH3:39])[CH2:33]1)[C:25]1[CH:30]=[CH:29][CH:28]=[CH:27][CH:26]=1.CCC(C)[BH-](C(C)CC)C(C)CC.[Li+]. Given the product [CH2:17]([N:8]([CH2:1][C:2]1[CH:7]=[CH:6][CH:5]=[CH:4][CH:3]=1)[C@H:9]1[CH2:14][CH2:13][C@@H:12]([OH:15])[C@@H:11]([CH3:16])[CH2:10]1)[C:18]1[CH:19]=[CH:20][CH:21]=[CH:22][CH:23]=1.[CH2:40]([N:31]([CH2:24][C:25]1[CH:30]=[CH:29][CH:28]=[CH:27][CH:26]=1)[C@@H:32]1[CH2:37][CH2:36][C@H:35]([OH:38])[C@H:34]([CH3:39])[CH2:33]1)[C:41]1[CH:42]=[CH:43][CH:44]=[CH:45][CH:46]=1, predict the reactants needed to synthesize it. (7) Given the product [S:27]1[C:23]([C@H:21]([OH:22])/[CH:20]=[CH:19]/[C@@H:11]2[C@@H:12]3[C@@H:13]([O:14][C:15](=[O:17])[CH2:16]3)[CH2:18][C@H:10]2[OH:9])=[CH:24][C:25]2[CH:31]=[CH:30][CH:29]=[CH:28][C:26]1=2, predict the reactants needed to synthesize it. The reactants are: C1(C2C=CC=CC=2)C=CC(C([O:9][C@@H:10]2[CH2:18][C@@H:13]3[O:14][C:15](=[O:17])[CH2:16][C@@H:12]3[C@H:11]2/[CH:19]=[CH:20]/[C@H:21]([C:23]2[S:27][C:26]3[CH:28]=[CH:29][CH:30]=[CH:31][C:25]=3[CH:24]=2)[OH:22])=O)=CC=1.C(=O)([O-])[O-].[K+].[K+]. (8) The reactants are: CS(Cl)(=O)=O.[Br:6][C:7]1[CH:16]=[CH:15][CH:14]=[C:13]2[C:8]=1[CH:9]=[CH:10][N+:11]([O-])=[CH:12]2.C(C[NH2:21])O. Given the product [Br:6][C:7]1[CH:16]=[CH:15][CH:14]=[C:13]2[C:8]=1[CH:9]=[CH:10][N:11]=[C:12]2[NH2:21], predict the reactants needed to synthesize it. (9) Given the product [F:1][C:2]([F:33])([F:34])[C:3]1[CH:4]=[CH:5][C:6]([C:9]2[CH:10]=[C:11]([CH:30]=[CH:31][CH:32]=2)[CH2:12][O:13][C:14]2[CH:19]=[CH:18][C:17]([CH:20]([CH2:56][N+:53]([O-:55])=[O:54])[CH2:21][C:22]([O:24][CH3:25])=[O:23])=[C:16]([O:26][CH2:27][C:28]#[CH:29])[CH:15]=2)=[CH:7][CH:8]=1, predict the reactants needed to synthesize it. The reactants are: [F:1][C:2]([F:34])([F:33])[C:3]1[CH:8]=[CH:7][C:6]([C:9]2[CH:10]=[C:11]([CH:30]=[CH:31][CH:32]=2)[CH2:12][O:13][C:14]2[CH:19]=[CH:18][C:17](/[CH:20]=[CH:21]/[C:22]([O:24][CH3:25])=[O:23])=[C:16]([O:26][CH2:27][C:28]#[CH:29])[CH:15]=2)=[CH:5][CH:4]=1.C1CCN2C(=NCCC2)CC1.O.CCOC(C)=O.[N+:53]([CH3:56])([O-:55])=[O:54].